Dataset: Ames mutagenicity test results for genotoxicity prediction. Task: Regression/Classification. Given a drug SMILES string, predict its toxicity properties. Task type varies by dataset: regression for continuous values (e.g., LD50, hERG inhibition percentage) or binary classification for toxic/non-toxic outcomes (e.g., AMES mutagenicity, cardiotoxicity, hepatotoxicity). Dataset: ames. (1) The compound is O=[N+]([O-])c1ccc(S(=O)(=O)O)cc1. The result is 0 (non-mutagenic). (2) The compound is Nc1cccc2nc3ccccc3cc12. The result is 1 (mutagenic).